Predict the reactants needed to synthesize the given product. From a dataset of Full USPTO retrosynthesis dataset with 1.9M reactions from patents (1976-2016). The reactants are: [Cl:1][C:2]1[CH:7]=[CH:6][C:5]([C:8]([CH3:17])([CH3:16])[CH:9]=[CH:10][C:11]([O:13][CH2:14][CH3:15])=[O:12])=[CH:4][CH:3]=1. Given the product [Cl:1][C:2]1[CH:3]=[CH:4][C:5]([C:8]([CH3:16])([CH3:17])[CH2:9][CH2:10][C:11]([O:13][CH2:14][CH3:15])=[O:12])=[CH:6][CH:7]=1, predict the reactants needed to synthesize it.